From a dataset of Ames mutagenicity test results for genotoxicity prediction. Regression/Classification. Given a drug SMILES string, predict its toxicity properties. Task type varies by dataset: regression for continuous values (e.g., LD50, hERG inhibition percentage) or binary classification for toxic/non-toxic outcomes (e.g., AMES mutagenicity, cardiotoxicity, hepatotoxicity). Dataset: ames. (1) The compound is O=C(O)CI. The result is 1 (mutagenic). (2) The drug is ClC(Cl)(Cl)C1CO1. The result is 1 (mutagenic). (3) The drug is O=C(O)CC(O)C(=O)O. The result is 0 (non-mutagenic). (4) The compound is CSCCC(NC(=O)COc1ccc(Cl)cc1Cl)C(=O)O. The result is 0 (non-mutagenic). (5) The molecule is Nc1ccc(C(=O)O)cc1. The result is 0 (non-mutagenic).